From a dataset of NCI-60 drug combinations with 297,098 pairs across 59 cell lines. Regression. Given two drug SMILES strings and cell line genomic features, predict the synergy score measuring deviation from expected non-interaction effect. (1) Drug 1: CC1=C(C=C(C=C1)C(=O)NC2=CC(=CC(=C2)C(F)(F)F)N3C=C(N=C3)C)NC4=NC=CC(=N4)C5=CN=CC=C5. Cell line: DU-145. Synergy scores: CSS=-3.84, Synergy_ZIP=4.77, Synergy_Bliss=2.18, Synergy_Loewe=-8.88, Synergy_HSA=-7.42. Drug 2: CC(C)CN1C=NC2=C1C3=CC=CC=C3N=C2N. (2) Drug 1: B(C(CC(C)C)NC(=O)C(CC1=CC=CC=C1)NC(=O)C2=NC=CN=C2)(O)O. Drug 2: CC1C(C(CC(O1)OC2CC(CC3=C2C(=C4C(=C3O)C(=O)C5=CC=CC=C5C4=O)O)(C(=O)C)O)N)O. Cell line: U251. Synergy scores: CSS=53.7, Synergy_ZIP=-2.29, Synergy_Bliss=-3.69, Synergy_Loewe=1.91, Synergy_HSA=3.29.